Dataset: Catalyst prediction with 721,799 reactions and 888 catalyst types from USPTO. Task: Predict which catalyst facilitates the given reaction. (1) Reactant: [CH3:1][O:2][C:3]1[CH:12]=[CH:11][C:6]2[C:7](=[O:10])[CH2:8][O:9][C:5]=2[C:4]=1[CH2:13][N:14]1[CH2:19][CH2:18][N:17]([C:20]([O:22][C:23]([CH3:26])([CH3:25])[CH3:24])=[O:21])[CH2:16][CH2:15]1.[NH:27]1[C:35]2[C:30](=[CH:31][CH:32]=[CH:33][N:34]=2)[C:29]([CH:36]=O)=[CH:28]1.N1CCCCC1. Product: [NH:27]1[C:35]2=[N:34][CH:33]=[CH:32][CH:31]=[C:30]2[C:29](/[CH:36]=[C:8]2\[O:9][C:5]3[C:4]([CH2:13][N:14]4[CH2:15][CH2:16][N:17]([C:20]([O:22][C:23]([CH3:26])([CH3:25])[CH3:24])=[O:21])[CH2:18][CH2:19]4)=[C:3]([O:2][CH3:1])[CH:12]=[CH:11][C:6]=3[C:7]\2=[O:10])=[CH:28]1. The catalyst class is: 5. (2) Reactant: [CH2:1]([NH:4][C:5]1[N:6]=[C:7](Cl)[C:8]2[CH:13]=[CH:12][N:11]([CH3:14])[C:9]=2[N:10]=1)[CH2:2][CH3:3].C(O)CCC.C(=O)([O-])[O-].[K+].[K+].Cl.[NH:28]1[CH2:33][CH2:32][CH:31]([OH:34])[CH2:30][CH2:29]1. Product: [CH2:1]([NH:4][C:5]1[N:6]=[C:7]([N:28]2[CH2:33][CH2:32][CH:31]([OH:34])[CH2:30][CH2:29]2)[C:8]2[CH:13]=[CH:12][N:11]([CH3:14])[C:9]=2[N:10]=1)[CH2:2][CH3:3]. The catalyst class is: 6.